This data is from Catalyst prediction with 721,799 reactions and 888 catalyst types from USPTO. The task is: Predict which catalyst facilitates the given reaction. Reactant: [Br:1][C:2]1[CH:3]=[C:4]([N+:9]([O-:11])=[O:10])[C:5](Cl)=[N:6][CH:7]=1.Cl.[NH2:13][CH2:14][CH2:15][C@H:16]([NH:24][C:25]([O:27][C:28]([CH3:31])([CH3:30])[CH3:29])=[O:26])[C:17]([O:19][C:20]([CH3:23])([CH3:22])[CH3:21])=[O:18].C(N(CC)CC)C. Product: [Br:1][C:2]1[CH:3]=[C:4]([N+:9]([O-:11])=[O:10])[C:5]([NH:13][CH2:14][CH2:15][CH:16]([NH:24][C:25]([O:27][C:28]([CH3:31])([CH3:30])[CH3:29])=[O:26])[C:17]([O:19][C:20]([CH3:22])([CH3:23])[CH3:21])=[O:18])=[N:6][CH:7]=1. The catalyst class is: 12.